The task is: Predict the product of the given reaction.. This data is from Forward reaction prediction with 1.9M reactions from USPTO patents (1976-2016). (1) Given the reactants Cl[C:2]1[CH:3]=[C:4]2[CH2:25][C:9]3([CH2:24][C:11]4([CH2:16][CH2:15][N:14]([C:17]([O:19][C:20]([CH3:23])([CH3:22])[CH3:21])=[O:18])[CH2:13][CH2:12]4)[CH2:10]3)[O:8][C:5]2=[CH:6][N:7]=1.[CH3:26][S:27][C:28]1[CH:33]=[CH:32][C:31](B(O)O)=[CH:30][CH:29]=1, predict the reaction product. The product is: [CH3:26][S:27][C:28]1[CH:33]=[CH:32][C:31]([C:2]2[CH:3]=[C:4]3[CH2:25][C:9]4([CH2:24][C:11]5([CH2:16][CH2:15][N:14]([C:17]([O:19][C:20]([CH3:23])([CH3:22])[CH3:21])=[O:18])[CH2:13][CH2:12]5)[CH2:10]4)[O:8][C:5]3=[CH:6][N:7]=2)=[CH:30][CH:29]=1. (2) Given the reactants [NH2:1][C@@H:2]([CH2:5][C:6]1[CH:11]=[CH:10][CH:9]=[CH:8][CH:7]=1)[CH2:3][OH:4].[C:12](=O)(OCC)[O:13]CC.Cl, predict the reaction product. The product is: [CH2:5]([C@H:2]1[CH2:3][O:4][C:12](=[O:13])[NH:1]1)[C:6]1[CH:11]=[CH:10][CH:9]=[CH:8][CH:7]=1. (3) Given the reactants S([O-])([O-])=O.[Na+:5].[Na+].[CH:7]1([S:13](Cl)(=[O:15])=[O:14])[CH2:12][CH2:11][CH2:10][CH2:9][CH2:8]1.C(=O)([O-])[O-].[Na+].[Na+], predict the reaction product. The product is: [CH:7]1([S:13]([O-:15])=[O:14])[CH2:12][CH2:11][CH2:10][CH2:9][CH2:8]1.[Na+:5]. (4) Given the reactants [Cl:1][C:2]1[C:7]([C:8]([OH:10])=O)=[CH:6][CH:5]=[C:4]([N:11]2[CH:15]=[CH:14][C:13]([O:16][CH2:17][CH:18]([CH3:20])[CH3:19])=[N:12]2)[N:3]=1.C1N=CN(C(N2C=NC=C2)=O)C=1.[NH2:33][C:34]1[C:39]([S:40]([NH2:43])(=[O:42])=[O:41])=[CH:38][CH:37]=[CH:36][N:35]=1.[H-].[Na+].C(O)(=O)C, predict the reaction product. The product is: [NH2:33][C:34]1[C:39]([S:40]([NH:43][C:8]([C:7]2[C:2]([Cl:1])=[N:3][C:4]([N:11]3[CH:15]=[CH:14][C:13]([O:16][CH2:17][CH:18]([CH3:20])[CH3:19])=[N:12]3)=[CH:5][CH:6]=2)=[O:10])(=[O:41])=[O:42])=[CH:38][CH:37]=[CH:36][N:35]=1. (5) Given the reactants [N:1]1[CH:6]=[CH:5][CH:4]=[C:3]([NH2:7])[CH:2]=1.C([Mg]Cl)(C)C.[CH:13]([C:16]1[NH:20][N:19]=[C:18]([NH:21][C:22]2[C:23]3[CH2:39][CH2:38][CH2:37][C:24]=3[N:25]=[C:26]([N:28]3[CH2:32][CH2:31][CH2:30][C@H:29]3[C:33](OC)=[O:34])[N:27]=2)[CH:17]=1)([CH3:15])[CH3:14], predict the reaction product. The product is: [CH:13]([C:16]1[NH:20][N:19]=[C:18]([NH:21][C:22]2[C:23]3[CH2:39][CH2:38][CH2:37][C:24]=3[N:25]=[C:26]([N:28]3[CH2:32][CH2:31][CH2:30][C@H:29]3[C:33]([NH:7][C:3]3[CH:2]=[N:1][CH:6]=[CH:5][CH:4]=3)=[O:34])[N:27]=2)[CH:17]=1)([CH3:15])[CH3:14]. (6) Given the reactants Br[CH2:2][C:3]1[CH:28]=[CH:27][C:6]2[S:7][C:8]([C:11]3[CH:16]=[CH:15][C:14]([C:17]4[CH:22]=[CH:21][CH:20]=[CH:19][CH:18]=4)=[C:13]([C:23]([F:26])([F:25])[F:24])[CH:12]=3)=[C:9]([Cl:10])[C:5]=2[CH:4]=1.Cl.[C:30]([O:34][C:35](=[O:39])[CH2:36][CH2:37][NH2:38])([CH3:33])([CH3:32])[CH3:31].C([O-])([O-])=O.[K+].[K+], predict the reaction product. The product is: [C:30]([O:34][C:35](=[O:39])[CH2:36][CH2:37][NH:38][CH2:2][C:3]1[CH:28]=[CH:27][C:6]2[S:7][C:8]([C:11]3[CH:16]=[CH:15][C:14]([C:17]4[CH:22]=[CH:21][CH:20]=[CH:19][CH:18]=4)=[C:13]([C:23]([F:26])([F:25])[F:24])[CH:12]=3)=[C:9]([Cl:10])[C:5]=2[CH:4]=1)([CH3:33])([CH3:32])[CH3:31].